Dataset: Forward reaction prediction with 1.9M reactions from USPTO patents (1976-2016). Task: Predict the product of the given reaction. (1) The product is: [C:1]([C:3]1[CH:4]=[C:5]([CH2:9][C:10]([O:12][CH3:17])=[O:11])[CH:6]=[CH:7][CH:8]=1)#[N:2]. Given the reactants [C:1]([C:3]1[CH:4]=[C:5]([CH2:9][C:10]([OH:12])=[O:11])[CH:6]=[CH:7][CH:8]=1)#[N:2].S(Cl)(Cl)=O.[CH3:17]N(C)C=O.O, predict the reaction product. (2) Given the reactants F[P-](F)(F)(F)(F)F.[CH3:8][N+:9](C)=[C:10](N(C)C)ON1C2N=CC=CC=2N=N1.C(N(CC)C(C)C)(C)C.[C:34]([O:38][C:39]([NH:41][CH:42]([CH2:46][C:47]1[CH:48]=[N:49][C:50]([C:53]2[CH:58]=[CH:57][CH:56]=[C:55]([F:59])[C:54]=2[F:60])=[CH:51][CH:52]=1)[C:43](O)=[O:44])=[O:40])([CH3:37])([CH3:36])[CH3:35].CNC.O1CCCC1, predict the reaction product. The product is: [F:60][C:54]1[C:55]([F:59])=[CH:56][CH:57]=[CH:58][C:53]=1[C:50]1[N:49]=[CH:48][C:47]([CH2:46][CH:42]([NH:41][C:39](=[O:40])[O:38][C:34]([CH3:36])([CH3:37])[CH3:35])[C:43]([N:9]([CH3:10])[CH3:8])=[O:44])=[CH:52][CH:51]=1.